From a dataset of Catalyst prediction with 721,799 reactions and 888 catalyst types from USPTO. Predict which catalyst facilitates the given reaction. (1) Reactant: [C:1]12[C:7](=[N:8][CH:9]=[CH:10][CH:11]=1)[NH:6][C:5](=[O:12])[O:4][C:2]2=[O:3].C(N(CC)C(C)C)(C)C.Br[CH2:23][C:24]([O:26][CH2:27][CH3:28])=[O:25].O. Product: [O:12]=[C:5]1[N:6]([CH2:23][C:24]([O:26][CH2:27][CH3:28])=[O:25])[C:7]2[N:8]=[CH:9][CH:10]=[CH:11][C:1]=2[C:2](=[O:3])[O:4]1. The catalyst class is: 60. (2) Reactant: Br[C:2]1[C:7]2[S:8][C:9]([C:11]3[C:18]([Cl:19])=[CH:17][CH:16]=[CH:15][C:12]=3[C:13]#[N:14])=[N:10][C:6]=2[C:5]([F:20])=[CH:4][N:3]=1.[CH3:21][C:22]1[N:27]=[CH:26][N:25]=[C:24]([NH2:28])[CH:23]=1.CC1(C)C2C(=C(P(C3C=CC=CC=3)C3C=CC=CC=3)C=CC=2)OC2C(P(C3C=CC=CC=3)C3C=CC=CC=3)=CC=CC1=2.C([O-])([O-])=O.[Cs+].[Cs+]. Product: [Cl:19][C:18]1[C:11]([C:9]2[S:8][C:7]3[C:2]([NH:28][C:24]4[CH:23]=[C:22]([CH3:21])[N:27]=[CH:26][N:25]=4)=[N:3][CH:4]=[C:5]([F:20])[C:6]=3[N:10]=2)=[C:12]([CH:15]=[CH:16][CH:17]=1)[C:13]#[N:14]. The catalyst class is: 62.